This data is from Forward reaction prediction with 1.9M reactions from USPTO patents (1976-2016). The task is: Predict the product of the given reaction. Given the reactants [CH3:1][O:2][CH2:3][CH:4]([NH2:6])[CH3:5].C[O:8][C:9]([C:11]1[C:15]([NH:16][C:17]([C:19]2[C:24]([NH:25][C:26]3[CH:27]=[N:28][CH:29]=[N:30][CH:31]=3)=[CH:23][CH:22]=[C:21]([CH:32]3[CH2:34][CH2:33]3)[N:20]=2)=[O:18])=[CH:14][N:13]([CH3:35])[N:12]=1)=O, predict the reaction product. The product is: [CH3:1][O:2][CH2:3][CH:4]([NH:6][C:9]([C:11]1[C:15]([NH:16][C:17]([C:19]2[C:24]([NH:25][C:26]3[CH:27]=[N:28][CH:29]=[N:30][CH:31]=3)=[CH:23][CH:22]=[C:21]([CH:32]3[CH2:34][CH2:33]3)[N:20]=2)=[O:18])=[CH:14][N:13]([CH3:35])[N:12]=1)=[O:8])[CH3:5].